This data is from Forward reaction prediction with 1.9M reactions from USPTO patents (1976-2016). The task is: Predict the product of the given reaction. (1) Given the reactants [CH3:1][N:2]([CH3:14])[C:3]([CH2:5]P(=O)(OCC)OCC)=[O:4].[H-].[Na+].[CH2:17]([O:31][CH2:32][C:33]([CH2:38][O:39][CH2:40][CH2:41][CH2:42][CH2:43][CH2:44][CH2:45][CH2:46][CH2:47][CH2:48][CH2:49][CH2:50][CH2:51][CH2:52][CH3:53])([CH:36]=O)[CH:34]=O)[CH2:18][CH2:19][CH2:20][CH2:21][CH2:22][CH2:23][CH2:24][CH2:25][CH2:26][CH2:27][CH2:28][CH2:29][CH3:30], predict the reaction product. The product is: [CH3:14][N:2]([CH3:1])[C:3](=[O:4])[CH:5]=[CH:34][C:33]([CH2:38][O:39][CH2:40][CH2:41][CH2:42][CH2:43][CH2:44][CH2:45][CH2:46][CH2:47][CH2:48][CH2:49][CH2:50][CH2:51][CH2:52][CH3:53])([CH2:32][O:31][CH2:17][CH2:18][CH2:19][CH2:20][CH2:21][CH2:22][CH2:23][CH2:24][CH2:25][CH2:26][CH2:27][CH2:28][CH2:29][CH3:30])[CH:36]=[CH:5][C:3]([N:2]([CH3:14])[CH3:1])=[O:4]. (2) Given the reactants Cl[C:2]1[CH:3]=[CH:4][C:5]2[N:6]([C:8]([C:11]3[S:15][C:14]4[CH:16]=[C:17]([O:20][CH3:21])[CH:18]=[CH:19][C:13]=4[CH:12]=3)=[CH:9][N:10]=2)[N:7]=1.O.C1(C)C=CC(S(O)(=O)=O)=CC=1.[NH2:34][C@H:35]1[CH2:40][CH2:39][C@H:38]([OH:41])[CH2:37][CH2:36]1, predict the reaction product. The product is: [CH3:21][O:20][C:17]1[CH:18]=[CH:19][C:13]2[CH:12]=[C:11]([C:8]3[N:6]4[N:7]=[C:2]([NH:34][C@H:35]5[CH2:40][CH2:39][C@H:38]([OH:41])[CH2:37][CH2:36]5)[CH:3]=[CH:4][C:5]4=[N:10][CH:9]=3)[S:15][C:14]=2[CH:16]=1. (3) Given the reactants [NH2:1][C:2]1[CH:7]=[CH:6][C:5]([CH:8]2[C:17]([CH3:19])([CH3:18])[CH2:16][C:15]3[C:10](=[CH:11][CH:12]=[C:13]([C:20]([O:22][CH3:23])=[O:21])[CH:14]=3)[NH:9]2)=[CH:4][CH:3]=1.C(N(CC)C(C)C)(C)C.[C:33](Cl)(=[O:40])[C:34]1[CH:39]=[CH:38][CH:37]=[CH:36][CH:35]=1, predict the reaction product. The product is: [C:33]([NH:1][C:2]1[CH:3]=[CH:4][C:5]([CH:8]2[C:17]([CH3:18])([CH3:19])[CH2:16][C:15]3[C:10](=[CH:11][CH:12]=[C:13]([C:20]([O:22][CH3:23])=[O:21])[CH:14]=3)[NH:9]2)=[CH:6][CH:7]=1)(=[O:40])[C:34]1[CH:39]=[CH:38][CH:37]=[CH:36][CH:35]=1. (4) Given the reactants [Cl:1][C:2]1[CH:7]=[C:6](Cl)[N:5]=[C:4]([CH3:9])[C:3]=1[C:10]([O:12][CH2:13][CH3:14])=[O:11].[CH3:15][O:16][Na], predict the reaction product. The product is: [Cl:1][C:2]1[C:3]([C:10]([O:12][CH2:13][CH3:14])=[O:11])=[C:4]([CH3:9])[N:5]=[C:6]([O:16][CH3:15])[CH:7]=1. (5) Given the reactants [CH3:1][O:2][CH2:3][CH2:4][C:5]1[N:6]([CH2:18][CH2:19][CH2:20][CH2:21][CH2:22][C:23]([OH:25])=O)[C:7]2[C:16]3[CH:15]=[CH:14][CH:13]=[CH:12][C:11]=3[N:10]=[CH:9][C:8]=2[N:17]=1.C(Cl)(=O)C(Cl)=O.[NH:32]1[CH2:37][CH2:36][O:35][CH2:34][CH2:33]1, predict the reaction product. The product is: [CH3:1][O:2][CH2:3][CH2:4][C:5]1[N:6]([CH2:18][CH2:19][CH2:20][CH2:21][CH2:22][C:23]([N:32]2[CH2:37][CH2:36][O:35][CH2:34][CH2:33]2)=[O:25])[C:7]2[C:16]3[CH:15]=[CH:14][CH:13]=[CH:12][C:11]=3[N:10]=[CH:9][C:8]=2[N:17]=1. (6) Given the reactants CSC1C2C=C([CH:12]=[O:13])SC=2N=CN=1.[CH3:14][S:15][C:16]1[C:17]2[S:24][CH:23]=[CH:22][C:18]=2[N:19]=[CH:20][N:21]=1, predict the reaction product. The product is: [CH3:14][S:15][C:16]1[C:17]2[S:24][C:23]([CH:12]=[O:13])=[CH:22][C:18]=2[N:19]=[CH:20][N:21]=1. (7) The product is: [NH2:1][C:2]1[C:3]([Cl:25])=[C:4]([C:7]([C:10]2[CH:15]=[CH:14][C:13]([Cl:16])=[CH:12][C:11]=2[Cl:17])=[CH:8][N:9]=1)[C:5]#[N:6]. Given the reactants [NH2:1][C:2]1[CH:3]=[C:4]([C:7]([C:10]2[CH:15]=[CH:14][C:13]([Cl:16])=[CH:12][C:11]=2[Cl:17])=[CH:8][N:9]=1)[C:5]#[N:6].C1C(=O)N([Cl:25])C(=O)C1.CCOC(C)=O, predict the reaction product.